This data is from Forward reaction prediction with 1.9M reactions from USPTO patents (1976-2016). The task is: Predict the product of the given reaction. (1) Given the reactants I[C:2]1[CH:23]=[N:22][C:5]2[NH:6][CH2:7][CH2:8][N:9]([CH2:10][C:11]3[CH:16]=[CH:15][CH:14]=[CH:13][C:12]=3[O:17][C:18]([F:21])([F:20])[F:19])[C:4]=2[CH:3]=1.[CH2:24]([O:26][C:27]([C:29]1[CH:34]=[CH:33][C:32](B(O)O)=[CH:31][CH:30]=1)=[O:28])[CH3:25], predict the reaction product. The product is: [CH2:24]([O:26][C:27](=[O:28])[C:29]1[CH:34]=[CH:33][C:32]([C:2]2[CH:23]=[N:22][C:5]3[NH:6][CH2:7][CH2:8][N:9]([CH2:10][C:11]4[CH:16]=[CH:15][CH:14]=[CH:13][C:12]=4[O:17][C:18]([F:21])([F:20])[F:19])[C:4]=3[CH:3]=2)=[CH:31][CH:30]=1)[CH3:25]. (2) Given the reactants [H-].[Na+].[CH2:3]([OH:7])[CH2:4][CH:5]=[CH2:6].Br[CH2:9][C:10]1[CH:18]=[CH:17][C:13]([C:14]([OH:16])=[O:15])=[CH:12][CH:11]=1.O, predict the reaction product. The product is: [CH2:3]([O:7][CH2:9][C:10]1[CH:18]=[CH:17][C:13]([C:14]([OH:16])=[O:15])=[CH:12][CH:11]=1)[CH2:4][CH:5]=[CH2:6]. (3) Given the reactants Cl.NO.[Cl:4][C:5]1[CH:10]=[CH:9][C:8]([C:11](=[O:22])[C:12](=[CH:18][N:19](C)C)[C:13]([CH:15]2[CH2:17][CH2:16]2)=[O:14])=[C:7]([N:23]([CH2:28][CH3:29])[S:24]([CH3:27])(=[O:26])=[O:25])[CH:6]=1, predict the reaction product. The product is: [Cl:4][C:5]1[CH:10]=[CH:9][C:8]([C:11]([C:12]2[CH:18]=[N:19][O:14][C:13]=2[CH:15]2[CH2:17][CH2:16]2)=[O:22])=[C:7]([N:23]([CH2:28][CH3:29])[S:24]([CH3:27])(=[O:26])=[O:25])[CH:6]=1. (4) Given the reactants [C:1]([O:5][C:6]([NH:8][C@H:9]([C:13]1[CH:18]=[CH:17][C:16]([OH:19])=[CH:15][CH:14]=1)[C:10]([OH:12])=[O:11])=[O:7])([CH3:4])([CH3:3])[CH3:2].[H-].[Na+].[CH3:22][O:23][CH2:24][CH2:25]Br, predict the reaction product. The product is: [C:1]([O:5][C:6]([NH:8][C@H:9]([C:13]1[CH:18]=[CH:17][C:16]([O:19][CH2:25][CH2:24][O:23][CH3:22])=[CH:15][CH:14]=1)[C:10]([OH:12])=[O:11])=[O:7])([CH3:4])([CH3:2])[CH3:3]. (5) Given the reactants [F:1][C:2]([F:9])([F:8])[C:3](=[CH2:7])[C:4](Cl)=[O:5].[OH:10][CH:11]1[CH2:16][CH2:15][O:14][C:12]1=[O:13].C(N(CC)CC)C.O1CCCC1, predict the reaction product. The product is: [F:1][C:2]([F:9])([F:8])[C:3](=[CH2:7])[C:4]([O:10][CH:11]1[CH2:16][CH2:15][O:14][C:12]1=[O:13])=[O:5]. (6) Given the reactants Br[C:2]1[N:3]=[C:4]([S:25][CH2:26][C:27]2[C:32]([F:33])=[CH:31][CH:30]=[CH:29][C:28]=2[Cl:34])[N:5]([C:18]2[CH:23]=[CH:22][C:21]([F:24])=[CH:20][CH:19]=2)[C:6]=1[C:7]([C:10]1[CH:15]=[CH:14][C:13]([Cl:16])=[C:12]([Cl:17])[CH:11]=1)([CH3:9])[CH3:8].[C:35]1(B(O)O)[CH:40]=[CH:39][CH:38]=[CH:37][CH:36]=1.COC1C=CC=CC=1P(C1C=CC=CC=1OC)C1C=CC=CC=1OC.[O-]P([O-])([O-])=O.[K+].[K+].[K+], predict the reaction product. The product is: [Cl:34][C:28]1[CH:29]=[CH:30][CH:31]=[C:32]([F:33])[C:27]=1[CH2:26][S:25][C:4]1[N:5]([C:18]2[CH:23]=[CH:22][C:21]([F:24])=[CH:20][CH:19]=2)[C:6]([C:7]([C:10]2[CH:15]=[CH:14][C:13]([Cl:16])=[C:12]([Cl:17])[CH:11]=2)([CH3:9])[CH3:8])=[C:2]([C:35]2[CH:40]=[CH:39][CH:38]=[CH:37][CH:36]=2)[N:3]=1. (7) Given the reactants C(OC([N:8]1[CH2:13][CH2:12][N:11]([C:14](=[O:28])[C:15]([C:25](=O)[CH3:26])=[CH:16][C:17]2[CH:22]=[CH:21][C:20]([CH3:23])=[CH:19][C:18]=2[CH3:24])[CH2:10][CH2:9]1)=O)(C)(C)C.[C:29]1([CH:35]([C:45]2[CH:50]=[CH:49][CH:48]=[CH:47][CH:46]=2)[CH2:36][CH2:37][O:38][C:39](=[O:44])/[CH:40]=[C:41](\[NH2:43])/[CH3:42])[CH:34]=[CH:33][CH:32]=[CH:31][CH:30]=1, predict the reaction product. The product is: [C:29]1([CH:35]([C:45]2[CH:50]=[CH:49][CH:48]=[CH:47][CH:46]=2)[CH2:36][CH2:37][O:38][C:39](=[O:44])[C:40]2[C:16]([C:17]3[CH:22]=[CH:21][C:20]([CH3:23])=[CH:19][C:18]=3[CH3:24])=[C:15]([C:14]([N:11]3[CH2:10][CH2:9][NH:8][CH2:13][CH2:12]3)=[O:28])[C:25]([CH3:26])=[N:43][C:41]=2[CH3:42])[CH:30]=[CH:31][CH:32]=[CH:33][CH:34]=1. (8) Given the reactants [NH2:1][C:2]1[C:10]([N+:11]([O-])=O)=[C:9]([NH:14][C:15]2[CH:20]=[CH:19][CH:18]=[C:17]([CH2:21][OH:22])[C:16]=2[CH2:23][CH3:24])[C:5]([C:6]([NH2:8])=[O:7])=[CH:4][N:3]=1, predict the reaction product. The product is: [NH2:11][C:10]1[C:2]([NH2:1])=[N:3][CH:4]=[C:5]([C:9]=1[NH:14][C:15]1[CH:20]=[CH:19][CH:18]=[C:17]([CH2:21][OH:22])[C:16]=1[CH2:23][CH3:24])[C:6]([NH2:8])=[O:7]. (9) Given the reactants [O:1]=[P:2]1([C:23]2[CH:28]=[CH:27][CH:26]=[CH:25][CH:24]=2)[CH2:7][CH2:6][N:5]([CH2:8][CH2:9][C:10]2[CH:22]=[CH:21][C:13]([C:14]([O:16]C(C)(C)C)=[O:15])=[CH:12][CH:11]=2)[CH2:4][CH2:3]1.O1CCOCC1, predict the reaction product. The product is: [O:1]=[P:2]1([C:23]2[CH:28]=[CH:27][CH:26]=[CH:25][CH:24]=2)[CH2:3][CH2:4][N:5]([CH2:8][CH2:9][C:10]2[CH:22]=[CH:21][C:13]([C:14]([OH:16])=[O:15])=[CH:12][CH:11]=2)[CH2:6][CH2:7]1.